Task: Regression. Given a peptide amino acid sequence and an MHC pseudo amino acid sequence, predict their binding affinity value. This is MHC class II binding data.. Dataset: Peptide-MHC class II binding affinity with 134,281 pairs from IEDB (1) The peptide sequence is YDKFLANVSTDLTGK. The MHC is DRB1_1602 with pseudo-sequence DRB1_1602. The binding affinity (normalized) is 0.631. (2) The peptide sequence is ATAAAAAAVDRGDPP. The MHC is DRB3_0101 with pseudo-sequence DRB3_0101. The binding affinity (normalized) is 0. (3) The peptide sequence is IRYPLTFGWCFKLVPVDPREVEEA. The MHC is DRB1_0405 with pseudo-sequence DRB1_0405. The binding affinity (normalized) is 0.447. (4) The peptide sequence is QENWNTSIKTLKFDA. The MHC is DRB1_0404 with pseudo-sequence DRB1_0404. The binding affinity (normalized) is 0.481. (5) The peptide sequence is LWCGSLIGLSSRATW. The MHC is DRB1_1101 with pseudo-sequence DRB1_1101. The binding affinity (normalized) is 0.650. (6) The peptide sequence is VDIMVRDGQLTIKAE. The MHC is HLA-DQA10301-DQB10302 with pseudo-sequence HLA-DQA10301-DQB10302. The binding affinity (normalized) is 0.347.